Task: Predict the reaction yield, written as a fraction of the theoretical maximum amount of product (1.0 means a 100% yield; for example, 0.34 means a 34% yield).. Dataset: Reaction yield outcomes from USPTO patents with 853,638 reactions (1) The reactants are C(OC([N:8]([CH2:16][C:17]1[CH:22]=[C:21](Cl)[N:20]=[C:19]([Cl:24])[N:18]=1)[C:9](=[O:15])[O:10][C:11]([CH3:14])([CH3:13])[CH3:12])=O)(C)(C)C.C(=O)([O-])[O-].[K+].[K+].CC1(C)OB([C:37]2[CH:38]=[N:39][C:40]([C:43]([F:46])([F:45])[F:44])=[N:41][CH:42]=2)OC1(C)C.O. The catalyst is O1CCOCC1.C1C=CC(P(C2C=CC=CC=2)[C-]2C=CC=C2)=CC=1.C1C=CC(P(C2C=CC=CC=2)[C-]2C=CC=C2)=CC=1.Cl[Pd]Cl.[Fe+2]. The product is [Cl:24][C:19]1[N:20]=[C:21]([C:37]2[CH:38]=[N:39][C:40]([C:43]([F:46])([F:45])[F:44])=[N:41][CH:42]=2)[CH:22]=[C:17]([CH2:16][NH:8][C:9](=[O:15])[O:10][C:11]([CH3:12])([CH3:13])[CH3:14])[N:18]=1. The yield is 0.360. (2) The reactants are C([S:4][CH:5]1[CH2:8][N:7]([C:9]2[O:10][CH:11]=[C:12]([C:14](=[O:16])[NH2:15])[N:13]=2)[CH2:6]1)(=O)C.C(O)(=O)C.NN.C1(P(O[C:38]2[C@H:39]([CH3:62])[C@H:40]3[C@@H:57]([C@H:58]([OH:60])[CH3:59])[C:56](=[O:61])[N:41]3[C:42]=2[C:43]([O:45][CH2:46][C:47]2[CH:52]=[CH:51][C:50]([N+:53]([O-:55])=[O:54])=[CH:49][CH:48]=2)=[O:44])(C2C=CC=CC=2)=O)C=CC=CC=1.C(N(C(C)C)CC)(C)C.C(=O)([O-])O.[Na+]. The catalyst is CN(C)C=O.C(#N)C.C(OCC)(=O)C. The product is [C:14]([C:12]1[N:13]=[C:9]([N:7]2[CH2:8][CH:5]([S:4][C:38]3[C@H:39]([CH3:62])[C@@H:40]4[C@@H:57]([C@H:58]([OH:60])[CH3:59])[C:56](=[O:61])[N:41]4[C:42]=3[C:43]([O:45][CH2:46][C:47]3[CH:48]=[CH:49][C:50]([N+:53]([O-:55])=[O:54])=[CH:51][CH:52]=3)=[O:44])[CH2:6]2)[O:10][CH:11]=1)(=[O:16])[NH2:15]. The yield is 0.510. (3) The reactants are [Br:1][C:2]1[CH:35]=[C:34]([F:36])[CH:33]=[CH:32][C:3]=1[O:4][C:5]1[C:6]([NH:20][C:21]2[S:22][CH:23]=[C:24]([CH:26]3[CH2:31][CH2:30][NH:29][CH2:28][CH2:27]3)[N:25]=2)=[N:7][CH:8]=[C:9]([S:11][C:12]2[CH:17]=[CH:16][CH:15]=[C:14]([O:18][CH3:19])[CH:13]=2)[CH:10]=1.C(N(CC)CC)C.[ClH:44].[CH3:45][N:46]([CH3:51])[CH2:47][C:48]([Cl:50])=[O:49].Cl. The catalyst is C(Cl)Cl. The product is [ClH:50].[ClH:44].[Br:1][C:2]1[CH:35]=[C:34]([F:36])[CH:33]=[CH:32][C:3]=1[O:4][C:5]1[C:6]([NH:20][C:21]2[S:22][CH:23]=[C:24]([CH:26]3[CH2:31][CH2:30][N:29]([C:48](=[O:49])[CH2:47][N:46]([CH3:51])[CH3:45])[CH2:28][CH2:27]3)[N:25]=2)=[N:7][CH:8]=[C:9]([S:11][C:12]2[CH:17]=[CH:16][CH:15]=[C:14]([O:18][CH3:19])[CH:13]=2)[CH:10]=1. The yield is 0.701. (4) The reactants are [C:1]1([CH2:7][NH:8][CH:9]2[CH2:14][CH2:13][CH2:12][NH:11][CH2:10]2)[CH:6]=[CH:5][CH:4]=[CH:3][CH:2]=1.[O:15]=[C:16](Cl)OC(Cl)(Cl)Cl. The catalyst is C1(C)C=CC=CC=1. The product is [C:1]1([CH2:7][N:8]2[C:16](=[O:15])[N:11]3[CH2:10][CH:9]2[CH2:14][CH2:13][CH2:12]3)[CH:2]=[CH:3][CH:4]=[CH:5][CH:6]=1. The yield is 0.300. (5) The reactants are [F:1][C:2]1[CH:7]=[CH:6][C:5]([OH:8])=[CH:4][CH:3]=1.CN(C)CC(O)=O.Cl.C([O-])([O-])=O.[Cs+].[Cs+].Br[C:24]1[CH:25]=[C:26]2[C:30](=[C:31]([C:33]#[N:34])[CH:32]=1)[N:29]([CH2:35][O:36][CH2:37][CH2:38][Si:39]([CH3:42])([CH3:41])[CH3:40])[CH:28]=[C:27]2[CH:43]1[CH2:48][CH2:47][N:46]([S:49]([CH2:52][CH3:53])(=[O:51])=[O:50])[CH2:45][CH2:44]1. The catalyst is [Cu]I.O1CCOCC1.O. The product is [CH2:52]([S:49]([N:46]1[CH2:47][CH2:48][CH:43]([C:27]2[C:26]3[C:30](=[C:31]([C:33]#[N:34])[CH:32]=[C:24]([O:8][C:5]4[CH:6]=[CH:7][C:2]([F:1])=[CH:3][CH:4]=4)[CH:25]=3)[N:29]([CH2:35][O:36][CH2:37][CH2:38][Si:39]([CH3:40])([CH3:42])[CH3:41])[CH:28]=2)[CH2:44][CH2:45]1)(=[O:50])=[O:51])[CH3:53]. The yield is 0.890. (6) The yield is 0.340. The catalyst is C(#N)CC.CS(C)=O. The reactants are O[CH2:2][C:3]1[CH:12]=[N:11][C:10]2[N:9]3[CH2:13][CH2:14][S:15][CH2:16][C@H:8]3[C:7](=[O:17])[NH:6][C:5]=2[CH:4]=1.[I-].C(C[P+](C)(C)C)#N.Cl.[CH2:27]([NH:29][C:30](=[O:44])[C:31]1[CH:36]=[CH:35][C:34]([N:37]2[CH2:42][CH2:41][NH:40][CH2:39][CH2:38]2)=[C:33]([F:43])[CH:32]=1)[CH3:28].CCN(C(C)C)C(C)C. The product is [CH2:27]([NH:29][C:30](=[O:44])[C:31]1[CH:36]=[CH:35][C:34]([N:37]2[CH2:42][CH2:41][N:40]([CH2:2][C:3]3[CH:12]=[N:11][C:10]4[N:9]5[CH2:13][CH2:14][S:15][CH2:16][C@H:8]5[C:7](=[O:17])[NH:6][C:5]=4[CH:4]=3)[CH2:39][CH2:38]2)=[C:33]([F:43])[CH:32]=1)[CH3:28]. (7) The reactants are [F:1][C:2]1[CH:7]=[CH:6][C:5]([C@H:8]([CH3:11])[CH2:9]O)=[CH:4][CH:3]=1.[C:12]1(=[O:22])[NH:16][C:15](=[O:17])[C:14]2=[CH:18][CH:19]=[CH:20][CH:21]=[C:13]12.C1(P(C2C=CC=CC=2)C2C=CC=CC=2)C=CC=CC=1.CCOC(/N=N/C(OCC)=O)=O. The catalyst is C1COCC1. The product is [F:1][C:2]1[CH:7]=[CH:6][C:5]([C@H:8]([CH3:11])[CH2:9][N:16]2[C:12](=[O:22])[C:13]3[C:14](=[CH:18][CH:19]=[CH:20][CH:21]=3)[C:15]2=[O:17])=[CH:4][CH:3]=1. The yield is 0.590.